Dataset: Forward reaction prediction with 1.9M reactions from USPTO patents (1976-2016). Task: Predict the product of the given reaction. (1) Given the reactants [Cl:1][C:2]1[CH:3]=[C:4]([C:10]2[C:11]([CH3:26])=[N:12][N:13]([CH2:16][C:17]3[CH:18]=[CH:19][C:20]([C:23](O)=[O:24])=[N:21][CH:22]=3)[C:14]=2[CH3:15])[CH:5]=[CH:6][C:7]=1[C:8]#[N:9].C[N+:28]1(C2N=C(OC)N=C(OC)N=2)CCO[CH2:30][CH2:29]1.[Cl-].Cl.C(N)C.C(=O)([O-])O.[Na+], predict the reaction product. The product is: [Cl:1][C:2]1[CH:3]=[C:4]([C:10]2[C:11]([CH3:26])=[N:12][N:13]([CH2:16][C:17]3[CH:18]=[CH:19][C:20]([C:23]([NH:28][CH2:29][CH3:30])=[O:24])=[N:21][CH:22]=3)[C:14]=2[CH3:15])[CH:5]=[CH:6][C:7]=1[C:8]#[N:9]. (2) Given the reactants [C:1]([OH:6])(=O)[CH:2]([CH3:4])[CH3:3].CCN(C(C)C)C(C)C.CN(C(ON1N=NC2C=CC=NC1=2)=[N+](C)C)C.F[P-](F)(F)(F)(F)F.[CH2:40]([C:42]1[CH:51]=[C:50]2[C:45]([CH:46]=[C:47]([C:54]3[CH:55]=[C:56]([NH:61]/[C:62](/[NH2:65])=[N:63]/O)[CH:57]=[CH:58][C:59]=3[CH3:60])[C:48](=[O:53])[N:49]2[CH3:52])=[CH:44][N:43]=1)[CH3:41], predict the reaction product. The product is: [CH2:40]([C:42]1[CH:51]=[C:50]2[C:45]([CH:46]=[C:47]([C:54]3[CH:55]=[C:56]([NH:61][C:62]4[N:63]=[C:1]([CH:2]([CH3:4])[CH3:3])[O:6][N:65]=4)[CH:57]=[CH:58][C:59]=3[CH3:60])[C:48](=[O:53])[N:49]2[CH3:52])=[CH:44][N:43]=1)[CH3:41]. (3) Given the reactants [Cl:1][C:2]1[CH:7]=[CH:6][C:5]([C:8]2[N:9]=[C:10]3[CH:15]=[CH:14][C:13]([B:16]4[O:20]C(C)(C)C(C)(C)[O:17]4)=[CH:12][N:11]3[CH:25]=2)=[CH:4][CH:3]=1.Cl, predict the reaction product. The product is: [ClH:1].[Cl:1][C:2]1[CH:3]=[CH:4][C:5]([C:8]2[N:9]=[C:10]3[CH:15]=[CH:14][C:13]([B:16]([OH:20])[OH:17])=[CH:12][N:11]3[CH:25]=2)=[CH:6][CH:7]=1. (4) Given the reactants [S:1]([O:11][CH:12](OS(C1C=CC(C)=CC=1)(=O)=O)/[CH:13]=[CH:14]/[CH3:15])([C:4]1[CH:10]=[CH:9][C:7]([CH3:8])=[CH:6][CH:5]=1)(=[O:3])=[O:2].CC1C=CC([C@@H]2C(C(O[11CH3])=O)C3N(C/C=C/C[F:50])[C@H](CC3)C2)=CC=1.NCCC1C=CC(O)=C(O)C=1, predict the reaction product. The product is: [C:7]1([CH3:8])[CH:9]=[CH:10][C:4]([S:1]([O:11][CH2:12]/[CH:13]=[CH:14]/[CH2:15][F:50])(=[O:3])=[O:2])=[CH:5][CH:6]=1.